Dataset: Forward reaction prediction with 1.9M reactions from USPTO patents (1976-2016). Task: Predict the product of the given reaction. (1) The product is: [F:1][C@H:2]1[CH2:6][CH2:5][N:4]([C:8]2[CH:15]=[CH:14][C:13]([C:16]3[N:21]=[C:20]([NH:22][C:23]4[CH:24]=[CH:25][C:26]([N:29]5[CH2:34][CH2:33][N:32]([CH:35]6[CH2:38][O:37][CH2:36]6)[CH2:31][CH2:30]5)=[CH:27][CH:28]=4)[N:19]=[CH:18][N:17]=3)=[CH:12][C:9]=2[C:10]#[N:11])[CH2:3]1. Given the reactants [F:1][C@H:2]1[CH2:6][CH2:5][NH:4][CH2:3]1.F[C:8]1[CH:15]=[CH:14][C:13]([C:16]2[N:21]=[C:20]([NH:22][C:23]3[CH:28]=[CH:27][C:26]([N:29]4[CH2:34][CH2:33][N:32]([CH:35]5[CH2:38][O:37][CH2:36]5)[CH2:31][CH2:30]4)=[CH:25][CH:24]=3)[N:19]=[CH:18][N:17]=2)=[CH:12][C:9]=1[C:10]#[N:11], predict the reaction product. (2) The product is: [C:1]([O:5][C:6]([N:8]1[C@@H:12]([C:13]([OH:15])([CH3:14])[CH2:18][C:19]2[CH:24]=[CH:23][CH:22]=[CH:21][CH:20]=2)[CH2:11][O:10][C:9]1([CH3:16])[CH3:17])=[O:7])([CH3:4])([CH3:3])[CH3:2]. Given the reactants [C:1]([O:5][C:6]([N:8]1[C@@H:12]([C:13](=[O:15])[CH3:14])[CH2:11][O:10][C:9]1([CH3:17])[CH3:16])=[O:7])([CH3:4])([CH3:3])[CH3:2].[CH2:18]([Mg]Cl)[C:19]1[CH:24]=[CH:23][CH:22]=[CH:21][CH:20]=1, predict the reaction product. (3) Given the reactants C([Li])CCC.Br[C:7]1[CH:12]=[CH:11][CH:10]=[CH:9][N:8]=1.[CH2:13]([C:15]1[O:19][C:18]([CH:20]=[O:21])=[CH:17][CH:16]=1)[CH3:14], predict the reaction product. The product is: [CH2:13]([C:15]1[O:19][C:18]([CH:20]([C:7]2[CH:12]=[CH:11][CH:10]=[CH:9][N:8]=2)[OH:21])=[CH:17][CH:16]=1)[CH3:14]. (4) The product is: [C:25]12([CH2:35][NH:36][C:13]([C:3]3[CH:4]=[N:5][N:6]([C:7]4[N:8]=[CH:9][CH:10]=[CH:11][N:12]=4)[C:2]=3[Cl:1])=[O:15])[CH2:32][CH:31]3[CH2:30][CH:29]([CH2:28][CH:27]([CH2:33]3)[CH2:26]1)[CH2:34]2. Given the reactants [Cl:1][C:2]1[N:6]([C:7]2[N:12]=[CH:11][CH:10]=[CH:9][N:8]=2)[N:5]=[CH:4][C:3]=1[C:13]([OH:15])=O.CCN(C(C)C)C(C)C.[C:25]12([CH2:35][NH2:36])[CH2:34][CH:29]3[CH2:30][CH:31]([CH2:33][CH:27]([CH2:28]3)[CH2:26]1)[CH2:32]2.F[P-](F)(F)(F)(F)F.N1(O[P+](N(C)C)(N(C)C)N(C)C)C2C=CC=CC=2N=N1, predict the reaction product. (5) The product is: [OH:17][C@@H:14]1[CH2:16][CH2:7][CH2:6][C@H:5]([C:11]([O:10][CH:9]([CH3:13])[CH3:8])=[O:12])[CH2:15]1. Given the reactants C(Cl)(=O)C.[CH:5]12[CH2:13][CH:9]([O:10][C:11]1=[O:12])[CH2:8][CH2:7][CH2:6]2.[CH:14]([OH:17])([CH3:16])[CH3:15], predict the reaction product. (6) Given the reactants [C:1]([C:4]1[CH:9]=[CH:8][C:7]([CH2:10][CH2:11][C:12]#[N:13])=[CH:6][CH:5]=1)(=[O:3])[CH3:2].[CH2:14](O)[CH2:15][OH:16].CC1C=CC(S(O)(=O)=O)=CC=1.CCOC(C)=O.CCCCCC, predict the reaction product. The product is: [CH3:2][C:1]1([C:4]2[CH:9]=[CH:8][C:7]([CH2:10][CH2:11][C:12]#[N:13])=[CH:6][CH:5]=2)[O:16][CH2:15][CH2:14][O:3]1. (7) Given the reactants [CH3:1][N:2]([CH3:29])[C:3]([O:5][C:6]1[CH:7]=[C:8]([NH:12][C:13]([C:15]2([CH3:28])[CH2:20][CH2:19][N:18](C(OC(C)(C)C)=O)[CH2:17][CH2:16]2)=[O:14])[CH:9]=[CH:10][CH:11]=1)=[O:4].Cl, predict the reaction product. The product is: [CH3:29][N:2]([CH3:1])[C:3](=[O:4])[O:5][C:6]1[CH:11]=[CH:10][CH:9]=[C:8]([NH:12][C:13]([C:15]2([CH3:28])[CH2:16][CH2:17][NH:18][CH2:19][CH2:20]2)=[O:14])[CH:7]=1.